From a dataset of Reaction yield outcomes from USPTO patents with 853,638 reactions. Predict the reaction yield, written as a fraction of the theoretical maximum amount of product (1.0 means a 100% yield; for example, 0.34 means a 34% yield). (1) The catalyst is CN(C=O)C.CC(=O)OCC. The yield is 0.670. The product is [CH2:17]([O:16][C:14](=[O:15])[C:13](=[O:19])[CH2:3][C:4]([C:6]1[CH:11]=[CH:10][CH:9]=[C:8]([Cl:12])[CH:7]=1)=[O:5])[CH3:18]. The reactants are [H-].[Na+].[CH3:3][C:4]([C:6]1[CH:11]=[CH:10][CH:9]=[C:8]([Cl:12])[CH:7]=1)=[O:5].[C:13](OCC)(=[O:19])[C:14]([O:16][CH2:17][CH3:18])=[O:15].Cl. (2) The reactants are [CH3:1]N1CCCC1=O.[CH2:8]([O:10][C:11](=[O:20])[C:12]1[CH:17]=[CH:16][C:15](Cl)=[N:14][C:13]=1[NH2:19])[CH3:9].C[Sn](C)(C)C. The catalyst is C1C=CC([P]([Pd]([P](C2C=CC=CC=2)(C2C=CC=CC=2)C2C=CC=CC=2)([P](C2C=CC=CC=2)(C2C=CC=CC=2)C2C=CC=CC=2)[P](C2C=CC=CC=2)(C2C=CC=CC=2)C2C=CC=CC=2)(C2C=CC=CC=2)C2C=CC=CC=2)=CC=1.O. The product is [CH2:8]([O:10][C:11](=[O:20])[C:12]1[CH:17]=[CH:16][C:15]([CH3:1])=[N:14][C:13]=1[NH2:19])[CH3:9]. The yield is 0.480.